Dataset: Reaction yield outcomes from USPTO patents with 853,638 reactions. Task: Predict the reaction yield, written as a fraction of the theoretical maximum amount of product (1.0 means a 100% yield; for example, 0.34 means a 34% yield). The reactants are [Cl:1][C:2]1[CH:40]=[CH:39][C:5]([CH2:6][N:7]2[C:15]3[C:14](=[O:16])[N:13]([CH2:17][C:18]([O:20]C(C)(C)C)=[O:19])[C:12](=[O:25])[N:11]([CH3:26])[C:10]=3[N:9]=[C:8]2[O:27][C:28]2[CH:33]=[CH:32][CH:31]=[C:30]([O:34][C:35]([F:38])([F:37])[F:36])[CH:29]=2)=[CH:4][CH:3]=1.FC(F)(F)C(O)=O. The catalyst is C(Cl)Cl. The product is [Cl:1][C:2]1[CH:3]=[CH:4][C:5]([CH2:6][N:7]2[C:15]3[C:14](=[O:16])[N:13]([CH2:17][C:18]([OH:20])=[O:19])[C:12](=[O:25])[N:11]([CH3:26])[C:10]=3[N:9]=[C:8]2[O:27][C:28]2[CH:33]=[CH:32][CH:31]=[C:30]([O:34][C:35]([F:38])([F:36])[F:37])[CH:29]=2)=[CH:39][CH:40]=1. The yield is 0.999.